This data is from Reaction yield outcomes from USPTO patents with 853,638 reactions. The task is: Predict the reaction yield, written as a fraction of the theoretical maximum amount of product (1.0 means a 100% yield; for example, 0.34 means a 34% yield). (1) The reactants are [CH3:1][CH:2]([CH3:36])[CH2:3][O:4][C:5]([N:7]1[CH:11]=[CH:10][N:9]=[C:8]1[C:12]1[CH:17]=[CH:16][C:15]([C:18]2[CH:19]=[CH:20][C:21]3[O:27][CH2:26][CH2:25][N:24](C(OC(C)(C)C)=O)[CH2:23][C:22]=3[CH:35]=2)=[CH:14][CH:13]=1)=[O:6].FC(F)(F)C(O)=O. The catalyst is ClCCl. The product is [O:27]1[C:21]2[CH:20]=[CH:19][C:18]([C:15]3[CH:14]=[CH:13][C:12]([C:8]4[N:7]([C:5]([O:4][CH2:3][CH:2]([CH3:36])[CH3:1])=[O:6])[CH:11]=[CH:10][N:9]=4)=[CH:17][CH:16]=3)=[CH:35][C:22]=2[CH2:23][NH:24][CH2:25][CH2:26]1. The yield is 0.920. (2) The reactants are N(C(OC(C)C)=O)=NC(OC(C)C)=O.[C:15]([O:19][C:20](=[O:33])[NH:21][C@@H:22]([CH3:32])[C:23]([N:25]1[CH2:30][CH2:29][CH:28]([OH:31])[CH2:27][CH2:26]1)=[O:24])([CH3:18])([CH3:17])[CH3:16].[Cl:34][C:35]1[CH:40]=[CH:39][C:38](O)=[CH:37][CH:36]=1.C1(P(C2C=CC=CC=2)C2C=CC=CC=2)C=CC=CC=1. The catalyst is C1(C)C=CC=CC=1. The product is [C:15]([O:19][C:20](=[O:33])[NH:21][C@@H:22]([CH3:32])[C:23]([N:25]1[CH2:26][CH2:27][CH:28]([O:31][C:38]2[CH:39]=[CH:40][C:35]([Cl:34])=[CH:36][CH:37]=2)[CH2:29][CH2:30]1)=[O:24])([CH3:18])([CH3:16])[CH3:17]. The yield is 0.340.